Dataset: Reaction yield outcomes from USPTO patents with 853,638 reactions. Task: Predict the reaction yield, written as a fraction of the theoretical maximum amount of product (1.0 means a 100% yield; for example, 0.34 means a 34% yield). (1) The reactants are Br[C:2]1[CH:7]=[CH:6][N:5]=[CH:4][CH:3]=1.[C:8]([C:13]1[CH:14]=[C:15](B(O)O)[CH:16]=[CH:17][CH:18]=1)([O:10][CH2:11][CH3:12])=[O:9].C(=O)([O-])[O-].[Na+].[Na+]. The catalyst is C(#N)C.O.C1C=CC([P]([Pd]([P](C2C=CC=CC=2)(C2C=CC=CC=2)C2C=CC=CC=2)([P](C2C=CC=CC=2)(C2C=CC=CC=2)C2C=CC=CC=2)[P](C2C=CC=CC=2)(C2C=CC=CC=2)C2C=CC=CC=2)(C2C=CC=CC=2)C2C=CC=CC=2)=CC=1. The product is [N:5]1[CH:6]=[CH:7][C:2]([C:17]2[CH:18]=[C:13]([CH:14]=[CH:15][CH:16]=2)[C:8]([O:10][CH2:11][CH3:12])=[O:9])=[CH:3][CH:4]=1. The yield is 0.860. (2) The reactants are [C:1]([C:3]1[CH:4]=[C:5]2[C:10](=[CH:11][C:12]=1[OH:13])[N:9]=[CH:8][CH:7]=[C:6]2[O:14][C:15]1[CH:20]=[CH:19][C:18]([NH:21][C:22]([NH:24][CH:25]2[CH2:27][CH2:26]2)=[O:23])=[C:17]([Cl:28])[CH:16]=1)#[N:2].[Br:29][CH2:30][CH2:31][CH2:32]Br. No catalyst specified. The product is [Br:29][CH2:30][CH2:31][CH2:32][O:13][C:12]1[CH:11]=[C:10]2[C:5]([C:6]([O:14][C:15]3[CH:20]=[CH:19][C:18]([NH:21][C:22]([NH:24][CH:25]4[CH2:26][CH2:27]4)=[O:23])=[C:17]([Cl:28])[CH:16]=3)=[CH:7][CH:8]=[N:9]2)=[CH:4][C:3]=1[C:1]#[N:2]. The yield is 0.156. (3) The reactants are [CH2:1]1[C:10]2[C:5](=[CH:6][CH:7]=[CH:8][CH:9]=2)[CH2:4][CH2:3][N:2]1[CH2:11][CH:12]([OH:37])[CH2:13][NH:14][C:15]([C:17]1[CH:18]=[C:19]([CH:34]=[CH:35][CH:36]=1)[CH2:20][N:21]1[CH2:26][CH2:25][N:24](C(OC(C)(C)C)=O)[CH2:23][CH2:22]1)=[O:16]. The catalyst is C(Cl)Cl.C(O)(C(F)(F)F)=O. The product is [CH2:1]1[C:10]2[C:5](=[CH:6][CH:7]=[CH:8][CH:9]=2)[CH2:4][CH2:3][N:2]1[CH2:11][CH:12]([OH:37])[CH2:13][NH:14][C:15](=[O:16])[C:17]1[CH:36]=[CH:35][CH:34]=[C:19]([CH2:20][N:21]2[CH2:22][CH2:23][NH:24][CH2:25][CH2:26]2)[CH:18]=1. The yield is 0.690. (4) The reactants are Cl.Cl.[NH:3]1[C:7]2[CH2:8][NH:9][CH2:10][CH2:11][C:6]=2[CH:5]=[N:4]1.C(N(CC)C(C)C)(C)C.Cl[C:22]1[C:31]2[C:26](=[CH:27][C:28]([O:34][CH3:35])=[C:29]([O:32][CH3:33])[CH:30]=2)[N:25]=[CH:24][N:23]=1. The catalyst is CN(C)C(=O)C.[I-].C([N+](CCCC)(CCCC)CCCC)CCC. The product is [CH3:33][O:32][C:29]1[CH:30]=[C:31]2[C:26](=[CH:27][C:28]=1[O:34][CH3:35])[N:25]=[CH:24][N:23]=[C:22]2[N:9]1[CH2:10][CH2:11][C:6]2[CH:5]=[N:4][NH:3][C:7]=2[CH2:8]1. The yield is 0.400.